Dataset: Full USPTO retrosynthesis dataset with 1.9M reactions from patents (1976-2016). Task: Predict the reactants needed to synthesize the given product. (1) Given the product [CH2:1]([O:3][C:4](=[O:24])[C:5]1[CH:10]=[CH:9][CH:8]=[C:7]([N:11]2[C:15]([CH3:16])=[CH:14][CH:13]=[C:12]2[C:17]2[CH:22]=[CH:21][CH:20]=[CH:19][C:18]=2[O:23][CH2:34][C:33]2[CH:36]=[CH:37][C:38]([F:40])=[CH:39][C:32]=2[F:31])[CH:6]=1)[CH3:2], predict the reactants needed to synthesize it. The reactants are: [CH2:1]([O:3][C:4](=[O:24])[C:5]1[CH:10]=[CH:9][CH:8]=[C:7]([N:11]2[C:15]([CH3:16])=[CH:14][CH:13]=[C:12]2[C:17]2[CH:22]=[CH:21][CH:20]=[CH:19][C:18]=2[OH:23])[CH:6]=1)[CH3:2].C([O-])([O-])=O.[K+].[K+].[F:31][C:32]1[CH:39]=[C:38]([F:40])[CH:37]=[CH:36][C:33]=1[CH2:34]Br. (2) The reactants are: [I:1][C:2]1[N:3]=[CH:4][NH:5][CH:6]=1.[H-].[Na+].Br[CH2:10][C:11]([O:13][CH2:14][CH3:15])=[O:12]. Given the product [I:1][C:2]1[N:3]=[CH:4][N:5]([CH2:10][C:11]([O:13][CH2:14][CH3:15])=[O:12])[CH:6]=1, predict the reactants needed to synthesize it.